Dataset: Forward reaction prediction with 1.9M reactions from USPTO patents (1976-2016). Task: Predict the product of the given reaction. (1) The product is: [CH:37]1([O:36][C:22]2[C:21]([C:19]3[N:20]=[C:16]([C:12]4([OH:41])[CH2:11][CH2:10][NH:9][CH2:14][CH2:13]4)[S:17][CH:18]=3)=[CH:30][CH:29]=[C:28]3[C:23]=2[CH2:24][CH2:25][C@H:26]([CH3:35])[N:27]3[C:31]([O:33][CH3:34])=[O:32])[CH2:40][CH2:39][CH2:38]1. Given the reactants Cl.C(OC([N:9]1[CH2:14][CH2:13][C:12]([C:16]2[S:17][CH:18]=[C:19]([C:21]3[C:22]([O:36][CH:37]4[CH2:40][CH2:39][CH2:38]4)=[C:23]4[C:28](=[CH:29][CH:30]=3)[N:27]([C:31]([O:33][CH3:34])=[O:32])[C@@H:26]([CH3:35])[CH2:25][CH2:24]4)[N:20]=2)(F)[CH2:11][CH2:10]1)=O)(C)(C)C.[O:41]1CCOCC1, predict the reaction product. (2) Given the reactants [CH:1]12[CH2:7][CH:4]([CH2:5][CH2:6]1)[CH2:3][CH:2]2[C:8]([OH:10])=O.[CH2:11]([O:13][C:14]([C:16]1([NH2:25])[CH2:24][C:23]2[C:18](=[CH:19][CH:20]=[CH:21][CH:22]=2)[CH2:17]1)=[O:15])[CH3:12].CN(C(ON1N=NC2C=CC=NC1=2)=[N+](C)C)C.F[P-](F)(F)(F)(F)F.CCN(C(C)C)C(C)C, predict the reaction product. The product is: [CH2:11]([O:13][C:14]([C:16]1([NH:25][C:8]([CH:2]2[CH2:3][CH:4]3[CH2:7][CH:1]2[CH2:6][CH2:5]3)=[O:10])[CH2:24][C:23]2[C:18](=[CH:19][CH:20]=[CH:21][CH:22]=2)[CH2:17]1)=[O:15])[CH3:12]. (3) The product is: [NH2:1][C:2]1[C:3]([CH:23]2[CH2:28][CH2:27][NH:26][CH2:25][CH2:24]2)=[CH:4][N:5]([C:10]2[CH:11]=[CH:12][C:13]([O:16][C:17]3[CH:18]=[CH:19][CH:20]=[CH:21][CH:22]=3)=[CH:14][CH:15]=2)[C:6]=1[C:7]([NH2:8])=[O:9]. Given the reactants [NH2:1][C:2]1[C:3]([CH:23]2[CH2:28][CH2:27][N:26](C(OC(C)(C)C)=O)[CH2:25][CH2:24]2)=[CH:4][N:5]([C:10]2[CH:15]=[CH:14][C:13]([O:16][C:17]3[CH:22]=[CH:21][CH:20]=[CH:19][CH:18]=3)=[CH:12][CH:11]=2)[C:6]=1[C:7](=[O:9])[NH2:8].C(C(O)=O)(F)(F)F, predict the reaction product. (4) Given the reactants Cl.[F:2][C:3]1([F:9])[CH2:8][CH2:7][NH:6][CH2:5][CH2:4]1.[CH3:10][O:11][C:12](=[O:15])[CH2:13]Br.C(N(CC)CC)C, predict the reaction product. The product is: [CH3:10][O:11][C:12](=[O:15])[CH2:13][N:6]1[CH2:7][CH2:8][C:3]([F:9])([F:2])[CH2:4][CH2:5]1. (5) Given the reactants [Cl:1][C:2]1[CH:10]=[CH:9][C:5]([C:6]([OH:8])=[O:7])=[CH:4][C:3]=1[NH:11][C:12]([C:14]1[C:29](=[O:30])[NH:28][C:17]2[N:18]=[C:19]([O:22][CH2:23][CH2:24][O:25][CH2:26][CH3:27])[N:20]=[CH:21][C:16]=2[CH:15]=1)=[O:13].[CH3:31]O, predict the reaction product. The product is: [CH3:31][O:7][C:6](=[O:8])[C:5]1[CH:9]=[CH:10][C:2]([Cl:1])=[C:3]([NH:11][C:12]([C:14]2[C:29](=[O:30])[NH:28][C:17]3[N:18]=[C:19]([O:22][CH2:23][CH2:24][O:25][CH2:26][CH3:27])[N:20]=[CH:21][C:16]=3[CH:15]=2)=[O:13])[CH:4]=1. (6) Given the reactants S(=O)(=O)(O)O.[N:6]1[C:11]2[S:12][CH:13]=[CH:14][C:10]=2[C:9](=[O:15])[NH:8][CH:7]=1.[I:16](O)(=O)(=O)=O.II, predict the reaction product. The product is: [I:16][C:13]1[S:12][C:11]2[N:6]=[CH:7][NH:8][C:9](=[O:15])[C:10]=2[CH:14]=1. (7) Given the reactants [Cl:1][C:2]1[C:7]([Cl:8])=[C:6]([O:9][C:10]2[CH:15]=[CH:14][N:13]=[C:12](Cl)[N:11]=2)[CH:5]=[CH:4][C:3]=1[NH:17][C:18]([NH:20][C:21]1[N:25]([C:26]2[CH:31]=[CH:30][C:29]([CH3:32])=[CH:28][CH:27]=2)[N:24]=[C:23]([CH:33]([CH3:35])[CH3:34])[CH:22]=1)=[O:19].[CH3:36][O:37][C:38]1[CH:39]=[C:40]([CH:42]=[C:43]([O:45][CH2:46][CH2:47][O:48][CH2:49][CH2:50][O:51][CH2:52][CH2:53][O:54][CH3:55])[CH:44]=1)[NH2:41], predict the reaction product. The product is: [Cl:1][C:2]1[C:7]([Cl:8])=[C:6]([O:9][C:10]2[CH:15]=[CH:14][N:13]=[C:12]([NH:41][C:40]3[CH:42]=[C:43]([O:45][CH2:46][CH2:47][O:48][CH2:49][CH2:50][O:51][CH2:52][CH2:53][O:54][CH3:55])[CH:44]=[C:38]([O:37][CH3:36])[CH:39]=3)[N:11]=2)[CH:5]=[CH:4][C:3]=1[NH:17][C:18]([NH:20][C:21]1[N:25]([C:26]2[CH:31]=[CH:30][C:29]([CH3:32])=[CH:28][CH:27]=2)[N:24]=[C:23]([CH:33]([CH3:34])[CH3:35])[CH:22]=1)=[O:19]. (8) Given the reactants [C@@H:1]1([NH2:7])[CH2:5][CH2:4][CH2:3][C@@H:2]1[NH2:6].C(N(CC)CC)C.[Cl:15][C:16]1[CH:17]=[C:18]2[C:22](=[CH:23][CH:24]=1)[N:21]([S:25]([C:28]1[CH:33]=[CH:32][CH:31]=[CH:30][CH:29]=1)(=[O:27])=[O:26])[C:20]([S:34](Cl)(=[O:36])=[O:35])=[CH:19]2.O, predict the reaction product. The product is: [Cl:15][C:16]1[CH:17]=[C:18]2[C:22](=[CH:23][CH:24]=1)[N:21]([S:25]([C:28]1[CH:33]=[CH:32][CH:31]=[CH:30][CH:29]=1)(=[O:26])=[O:27])[C:20]([S:34]([NH:6][C@@H:2]1[CH2:3][CH2:4][CH2:5][C@@H:1]1[NH2:7])(=[O:36])=[O:35])=[CH:19]2. (9) Given the reactants [Br:1][C:2]1[CH:9]=[CH:8][C:5]([NH:6][CH3:7])=[C:4]([N+:10]([O-])=O)[CH:3]=1.O.O.Cl[Sn]Cl.[OH-].[K+], predict the reaction product. The product is: [Br:1][C:2]1[CH:3]=[C:4]([NH2:10])[C:5]([NH:6][CH3:7])=[CH:8][CH:9]=1. (10) Given the reactants BrC1C2[C:10](=CC=CC=2)[C:9]([C:16]2[CH:17]=[C:18]([C:22]3[N:26]([C:27]4[CH:32]=[CH:31][CH:30]=[CH:29][CH:28]=4)[C:25]4[CH:33]=[CH:34][CH:35]=[CH:36][C:24]=4N=3)C=CC=2)=C2C=1C=CC=C2.[Br:37][C:38]1[C:39]2[C:44]([C:45](Br)=[C:46]3[C:51]=1[CH:50]=[CH:49][CH:48]=[CH:47]3)=[CH:43][CH:42]=[CH:41][CH:40]=2.C([O-])([O-])=O.[Na+].[Na+].O, predict the reaction product. The product is: [Br:37][C:38]1[C:39]2[C:44](=[CH:43][CH:42]=[CH:41][CH:40]=2)[C:45]([C:29]2[CH:28]=[C:27]([N:26]3[C:25]4[CH:24]=[CH:36][CH:35]=[CH:34][C:33]=4[C:10]4[C:22]3=[CH:18][CH:17]=[CH:16][CH:9]=4)[CH:32]=[CH:31][CH:30]=2)=[C:46]2[C:51]=1[CH:50]=[CH:49][CH:48]=[CH:47]2.